This data is from Reaction yield outcomes from USPTO patents with 853,638 reactions. The task is: Predict the reaction yield, written as a fraction of the theoretical maximum amount of product (1.0 means a 100% yield; for example, 0.34 means a 34% yield). (1) The reactants are [SH:1][CH2:2][C:3]([O:5][CH2:6][CH3:7])=[O:4].C([O-])([O-])=O.[K+].[K+].Br[CH2:15][C:16]1[CH:21]=[CH:20][C:19]([F:22])=[CH:18][CH:17]=1. The catalyst is C(#N)C. The product is [F:22][C:19]1[CH:20]=[CH:21][C:16]([CH2:15][S:1][CH2:2][C:3]([O:5][CH2:6][CH3:7])=[O:4])=[CH:17][CH:18]=1. The yield is 0.910. (2) The reactants are [F:1][C:2]1([F:17])[O:6][C:5]2[CH:7]=[CH:8][C:9]([C:11]3([C:14]([OH:16])=O)[CH2:13][CH2:12]3)=[CH:10][C:4]=2[O:3]1.S(Cl)(Cl)=O.[NH2:22][C:23]1[CH:24]=[C:25]2[C:29](=[CH:30][C:31]=1[F:32])[N:28]([CH2:33][C@@H:34]1[CH2:38][O:37][C:36]([CH3:40])([CH3:39])[O:35]1)[C:27]([C:41]([CH3:45])([CH3:44])[CH2:42][OH:43])=[CH:26]2.C(N(CC)CC)C. The catalyst is CN(C=O)C.ClCCl. The product is [F:17][C:2]1([F:1])[O:6][C:5]2[CH:7]=[CH:8][C:9]([C:11]3([C:14]([NH:22][C:23]4[CH:24]=[C:25]5[C:29](=[CH:30][C:31]=4[F:32])[N:28]([CH2:33][C@@H:34]4[CH2:38][O:37][C:36]([CH3:39])([CH3:40])[O:35]4)[C:27]([C:41]([CH3:45])([CH3:44])[CH2:42][OH:43])=[CH:26]5)=[O:16])[CH2:12][CH2:13]3)=[CH:10][C:4]=2[O:3]1. The yield is 1.00. (3) The reactants are [N+:1]([C:4]1[CH:5]=[CH:6][C:7]2[O:12][C@@:11]([CH:14]([O:17][CH3:18])[O:15][CH3:16])([CH3:13])[C@H:10]([OH:19])[C@@H:9]([N:20]3[C:24]4[CH:25]=[CH:26][CH:27]=[CH:28][C:23]=4[NH:22][C:21]3=[N:29][C:30]#[N:31])[C:8]=2[CH:32]=1)([O-:3])=[O:2].[C:33]([O-])([O-])=O.[K+].[K+].CI.C([O-])(O)=O.[Na+]. The catalyst is CN(C=O)C. The product is [N+:1]([C:4]1[CH:5]=[CH:6][C:7]2[O:12][C@@:11]([CH:14]([O:17][CH3:18])[O:15][CH3:16])([CH3:13])[C@H:10]([OH:19])[C@@H:9]([N:20]3[C:24]4[CH:25]=[CH:26][CH:27]=[CH:28][C:23]=4[N:22]([CH3:33])[C:21]3=[N:29][C:30]#[N:31])[C:8]=2[CH:32]=1)([O-:3])=[O:2]. The yield is 0.950. (4) The reactants are [CH3:1][N:2]([CH2:4][C:5]1[N:9]([C:10]2[CH:18]=[CH:17][C:13]([C:14]([OH:16])=O)=[CH:12][C:11]=2[C:19]([F:22])([F:21])[F:20])[C:8]2[CH:23]=[CH:24][CH:25]=[CH:26][C:7]=2[N:6]=1)[CH3:3].CN(C(ON1N=NC2C=CC=CC1=2)=[N+](C)C)C.[B-](F)(F)(F)F.C(N(C(C)C)CC)(C)C.[Cl:58][C:59]1[CH:70]=[CH:69][C:62]2[NH:63][C:64]([C@@H:66]([NH2:68])[CH3:67])=[N:65][C:61]=2[CH:60]=1.ClCl. The catalyst is CS(C)=O.ClCCl.CO. The product is [Cl:58][C:59]1[CH:70]=[CH:69][C:62]2[NH:63][C:64]([C@@H:66]([NH:68][C:14](=[O:16])[C:13]3[CH:17]=[CH:18][C:10]([N:9]4[C:8]5[CH:23]=[CH:24][CH:25]=[CH:26][C:7]=5[N:6]=[C:5]4[CH2:4][N:2]([CH3:3])[CH3:1])=[C:11]([C:19]([F:20])([F:22])[F:21])[CH:12]=3)[CH3:67])=[N:65][C:61]=2[CH:60]=1. The yield is 0.260. (5) The reactants are [CH3:1][S:2][C:3](SC)=[N:4][C:5]#[N:6].[CH2:9]([NH2:11])[CH3:10]. The catalyst is CO. The product is [CH2:9]([NH:11][C:3](=[N:4][C:5]#[N:6])[S:2][CH3:1])[CH3:10]. The yield is 0.430. (6) The reactants are Cl[C:2]1[C:7]([N+:8]([O-:10])=[O:9])=[CH:6][CH:5]=[C:4]([Cl:11])[N:3]=1.[CH2:12]([O:14][C:15](=[O:25])[CH2:16][C@@H:17]([NH2:24])[C:18]1[CH:23]=[CH:22][CH:21]=[CH:20][CH:19]=1)[CH3:13].CCN(C(C)C)C(C)C.O. The catalyst is CN(C=O)C.CCOC(C)=O. The product is [CH2:12]([O:14][C:15](=[O:25])[CH2:16][C@@H:17]([NH:24][C:2]1[C:7]([N+:8]([O-:10])=[O:9])=[CH:6][CH:5]=[C:4]([Cl:11])[N:3]=1)[C:18]1[CH:19]=[CH:20][CH:21]=[CH:22][CH:23]=1)[CH3:13]. The yield is 0.640. (7) The reactants are [Cl:1][C:2]1[CH:3]=[C:4]2[C:8](=[CH:9][C:10]=1[Cl:11])[C:7](=O)[O:6][C:5]2=[O:13].[F:14][C:15]1[CH:20]=[CH:19][C:18]([CH2:21]C(O)=O)=[CH:17][C:16]=1[C:25]([N:27]1[CH2:32][CH2:31][CH:30]([O:33][CH3:34])[CH2:29][CH2:28]1)=[O:26].C([O-])(=O)C.[Na+].[Al]. No catalyst specified. The product is [Cl:11][C:10]1[CH:9]=[C:8]2[C:4](=[CH:3][C:2]=1[Cl:1])[C:5](=[O:13])[O:6]/[C:7]/2=[CH:21]\[C:18]1[CH:19]=[CH:20][C:15]([F:14])=[C:16]([C:25]([N:27]2[CH2:32][CH2:31][CH:30]([O:33][CH3:34])[CH2:29][CH2:28]2)=[O:26])[CH:17]=1. The yield is 0.169. (8) No catalyst specified. The yield is 0.210. The product is [CH3:1][C:2]1[C:6]([CH2:7][N:8]2[CH:12]=[C:11]([N:13]3[C:17](=[O:18])[CH2:16][N:15]([CH2:22][C:23]4[CH:24]=[C:25]([CH:28]=[CH:29][CH:30]=4)[C:26]#[N:27])[C:14]3=[O:19])[CH:10]=[N:9]2)=[C:5]([CH3:20])[O:4][N:3]=1. The reactants are [CH3:1][C:2]1[C:6]([CH2:7][N:8]2[CH:12]=[C:11]([N:13]3[C:17](=[O:18])[CH2:16][NH:15][C:14]3=[O:19])[CH:10]=[N:9]2)=[C:5]([CH3:20])[O:4][N:3]=1.Br[CH2:22][C:23]1[CH:24]=[C:25]([CH:28]=[CH:29][CH:30]=1)[C:26]#[N:27]. (9) The reactants are [OH:1][C:2]1[CH:7]=[CH:6][C:5](B(O)O)=[CH:4][CH:3]=1.Br[C:12]1[CH:13]=[C:14]([C:19]2[C:20]([C:24]3[CH:29]=[CH:28][CH:27]=[C:26]([CH3:30])[N:25]=3)=[N:21][NH:22][CH:23]=2)[CH:15]=[CH:16][C:17]=1[F:18]. No catalyst specified. The product is [F:18][C:17]1[CH:12]=[CH:13][C:14]([C:19]2[C:20]([C:24]3[CH:29]=[CH:28][CH:27]=[C:26]([CH3:30])[N:25]=3)=[N:21][NH:22][CH:23]=2)=[CH:15][C:16]=1[C:5]1[CH:6]=[CH:7][C:2]([OH:1])=[CH:3][CH:4]=1. The yield is 0.170. (10) The reactants are C(O)(=O)C.[Cl:5][C:6]1[CH:7]=[C:8]([CH2:13][NH:14][O:15][CH3:16])[CH:9]=[N:10][C:11]=1[Cl:12].[CH2:17]1[C:22](=[O:23])[O:21][CH2:20][C:18]1=O.O. The catalyst is C1(C)C=CC=CC=1. The product is [Cl:5][C:6]1[CH:7]=[C:8]([CH2:13][N:14]([O:15][CH3:16])[C:18]2[CH2:20][O:21][C:22](=[O:23])[CH:17]=2)[CH:9]=[N:10][C:11]=1[Cl:12]. The yield is 0.590.